This data is from Forward reaction prediction with 1.9M reactions from USPTO patents (1976-2016). The task is: Predict the product of the given reaction. Given the reactants [F:1][C:2]1[CH:3]=[CH:4][C:5]([CH2:9]O)=[C:6]([OH:8])[CH:7]=1.[BrH:11].[C:12]1([P:18]([C:25]2[CH:30]=[CH:29][CH:28]=[CH:27][CH:26]=2)[C:19]2[CH:24]=[CH:23][CH:22]=[CH:21][CH:20]=2)[CH:17]=[CH:16][CH:15]=[CH:14][CH:13]=1, predict the reaction product. The product is: [Br-:11].[F:1][C:2]1[CH:3]=[CH:4][C:5]([CH2:9][P+:18]([C:19]2[CH:20]=[CH:21][CH:22]=[CH:23][CH:24]=2)([C:25]2[CH:30]=[CH:29][CH:28]=[CH:27][CH:26]=2)[C:12]2[CH:13]=[CH:14][CH:15]=[CH:16][CH:17]=2)=[C:6]([OH:8])[CH:7]=1.